This data is from Reaction yield outcomes from USPTO patents with 853,638 reactions. The task is: Predict the reaction yield, written as a fraction of the theoretical maximum amount of product (1.0 means a 100% yield; for example, 0.34 means a 34% yield). (1) The reactants are [Cl:1][C:2]1[CH:7]=[C:6]([N+:8]([O-:10])=[O:9])[CH:5]=[CH:4][C:3]=1[N:11]1[CH2:16][CH2:15][N:14]([C:17]([C:19]2[C:23]([CH3:24])=[CH:22][NH:21][C:20]=2[C:25]2[CH:30]=[CH:29][CH:28]=[CH:27][C:26]=2[Cl:31])=[O:18])[CH2:13][CH2:12]1.[C:32](=O)(OC)OC. The catalyst is N12CCN(CC1)CC2.CN(C=O)C. The product is [Cl:1][C:2]1[CH:7]=[C:6]([N+:8]([O-:10])=[O:9])[CH:5]=[CH:4][C:3]=1[N:11]1[CH2:16][CH2:15][N:14]([C:17]([C:19]2[C:23]([CH3:24])=[CH:22][N:21]([CH3:32])[C:20]=2[C:25]2[CH:30]=[CH:29][CH:28]=[CH:27][C:26]=2[Cl:31])=[O:18])[CH2:13][CH2:12]1. The yield is 0.280. (2) The reactants are [NH2:1][C:2]1[C:3]([C:16]2[CH:28]=[CH:27][C:19]([C:20]([O:22][C:23]([CH3:26])([CH3:25])[CH3:24])=[O:21])=[C:18]([F:29])[CH:17]=2)=[N:4][C:5]([C@@H:8]2[CH2:13][CH2:12][C:11](=[O:14])[C@H:10]([F:15])[CH2:9]2)=[CH:6][N:7]=1.[BH4-].[Na+]. The catalyst is CO. The product is [NH2:1][C:2]1[C:3]([C:16]2[CH:28]=[CH:27][C:19]([C:20]([O:22][C:23]([CH3:26])([CH3:24])[CH3:25])=[O:21])=[C:18]([F:29])[CH:17]=2)=[N:4][C:5]([C@H:8]2[CH2:13][CH2:12][C@H:11]([OH:14])[C@@H:10]([F:15])[CH2:9]2)=[CH:6][N:7]=1.[NH2:1][C:2]1[C:3]([C:16]2[CH:28]=[CH:27][C:19]([C:20]([O:22][C:23]([CH3:26])([CH3:24])[CH3:25])=[O:21])=[C:18]([F:29])[CH:17]=2)=[N:4][C:5]([C@@H:8]2[CH2:13][CH2:12][C@@H:11]([OH:14])[C@H:10]([F:15])[CH2:9]2)=[CH:6][N:7]=1. The yield is 0.439. (3) The reactants are FC(F)(F)C(O)=O.[Cl:8][C:9]1[CH:14]=[C:13]([Cl:15])[CH:12]=[CH:11][C:10]=1[C@H:16]([N:18]1[C:22]2[CH:23]=[C:24]([N:27]3[CH2:32][CH2:31][N:30]([C:33]([C@H:35]4[CH2:39][CH2:38][CH2:37][N:36]4C(OC(C)(C)C)=O)=[O:34])[C@H:29]([CH2:47][OH:48])[CH2:28]3)[CH:25]=[CH:26][C:21]=2[N:20]=[CH:19]1)[CH3:17]. The catalyst is ClCCl. The product is [Cl:8][C:9]1[CH:14]=[C:13]([Cl:15])[CH:12]=[CH:11][C:10]=1[C@H:16]([N:18]1[C:22]2[CH:23]=[C:24]([N:27]3[CH2:32][CH2:31][N:30]([C:33]([C@H:35]4[CH2:39][CH2:38][CH2:37][NH:36]4)=[O:34])[C@H:29]([CH2:47][OH:48])[CH2:28]3)[CH:25]=[CH:26][C:21]=2[N:20]=[CH:19]1)[CH3:17]. The yield is 0.400. (4) The reactants are Cl[C:2]([O:4][CH2:5][C:6]([Cl:9])([Cl:8])[Cl:7])=[O:3].[C:10]([C:14]1[CH:15]=[C:16]([NH2:34])[N:17]([C:19]2[CH:24]=[CH:23][CH:22]=[C:21]([CH2:25][N:26]3[CH2:31][CH2:30][C:29]([F:33])([F:32])[CH2:28][CH2:27]3)[CH:20]=2)[N:18]=1)([CH3:13])([CH3:12])[CH3:11].CCN(C(C)C)C(C)C. The catalyst is C1COCC1. The product is [Cl:7][C:6]([Cl:9])([Cl:8])[CH2:5][O:4][C:2](=[O:3])[NH:34][C:16]1[N:17]([C:19]2[CH:24]=[CH:23][CH:22]=[C:21]([CH2:25][N:26]3[CH2:31][CH2:30][C:29]([F:33])([F:32])[CH2:28][CH2:27]3)[CH:20]=2)[N:18]=[C:14]([C:10]([CH3:12])([CH3:13])[CH3:11])[CH:15]=1. The yield is 0.720.